Dataset: Full USPTO retrosynthesis dataset with 1.9M reactions from patents (1976-2016). Task: Predict the reactants needed to synthesize the given product. (1) Given the product [CH:12]([C:14]1[CH:19]=[C:18]([C:2]2[C:9]([O:10][CH3:11])=[CH:8][CH:7]=[C:4]([C:5]#[N:6])[CH:3]=2)[CH:17]=[CH:16][CH:15]=1)=[O:13], predict the reactants needed to synthesize it. The reactants are: Br[C:2]1[CH:3]=[C:4]([CH:7]=[CH:8][C:9]=1[O:10][CH3:11])[C:5]#[N:6].[CH:12]([C:14]1[CH:15]=[C:16](B(O)O)[CH:17]=[CH:18][CH:19]=1)=[O:13]. (2) Given the product [F:18][C:16]1[CH:17]=[C:12]([CH2:11][NH:10][C:7]2[N:6]=[CH:5][C:4]([CH2:3][OH:2])=[CH:9][CH:8]=2)[C:13]([O:19][CH3:20])=[N:14][CH:15]=1, predict the reactants needed to synthesize it. The reactants are: C[O:2][C:3](=O)[C:4]1[CH:9]=[CH:8][C:7]([NH:10][CH2:11][C:12]2[C:13]([O:19][CH3:20])=[N:14][CH:15]=[C:16]([F:18])[CH:17]=2)=[N:6][CH:5]=1.[AlH4-].[Li+].[OH-].[Na+].Cl. (3) Given the product [F:1][C:2]1[C:7]([F:8])=[CH:6][CH:5]=[CH:4][C:3]=1[C:9]1[N:17]=[C:12]2[CH:13]=[N:14][N:15]([CH2:19][C:20]3[O:24][N:23]=[C:22]([C:25]4[CH:30]=[CH:29][C:28]([CH2:31][CH:32]([CH3:34])[CH3:33])=[CH:27][CH:26]=4)[CH:21]=3)[CH:16]=[C:11]2[N:10]=1, predict the reactants needed to synthesize it. The reactants are: [F:1][C:2]1[C:7]([F:8])=[CH:6][CH:5]=[CH:4][C:3]=1[C:9]1[N:17]=[C:12]2[CH:13]=[N:14][NH:15][CH:16]=[C:11]2[N:10]=1.Cl[CH2:19][C:20]1[O:24][N:23]=[C:22]([C:25]2[CH:30]=[CH:29][C:28]([CH2:31][CH:32]([CH3:34])[CH3:33])=[CH:27][CH:26]=2)[CH:21]=1. (4) Given the product [NH2:7][C:8]1([C:12]2[CH:13]=[CH:14][C:15]([C:18]3[C:31]([C:32]4[CH:33]=[CH:34][CH:35]=[CH:36][CH:37]=4)=[C:30]([NH:38][CH3:39])[N:21]4[N:22]=[C:23]5[C:28]([CH:27]=[C:26]([F:29])[CH:25]=[CH:24]5)=[C:20]4[N:19]=3)=[CH:16][CH:17]=2)[CH2:9][CH2:10][CH2:11]1, predict the reactants needed to synthesize it. The reactants are: C(OC(=O)[NH:7][C:8]1([C:12]2[CH:17]=[CH:16][C:15]([C:18]3[C:31]([C:32]4[CH:37]=[CH:36][CH:35]=[CH:34][CH:33]=4)=[C:30]([NH:38][CH3:39])[N:21]4[N:22]=[C:23]5[C:28]([CH:27]=[C:26]([F:29])[CH:25]=[CH:24]5)=[C:20]4[N:19]=3)=[CH:14][CH:13]=2)[CH2:11][CH2:10][CH2:9]1)(C)(C)C.Cl.